This data is from Forward reaction prediction with 1.9M reactions from USPTO patents (1976-2016). The task is: Predict the product of the given reaction. Given the reactants Cl[C:2]1[C:3]([CH2:22][O:23][CH:24]2[CH2:29][CH2:28][CH2:27][CH2:26][O:25]2)=[C:4]2[C:8](=[C:9]([CH3:11])[CH:10]=1)[N:7]([S:12]([C:15]1[CH:21]=[CH:20][C:18]([CH3:19])=[CH:17][CH:16]=1)(=[O:14])=[O:13])[CH:6]=[CH:5]2.C1COCC1.[Br-].[CH2:36]([Zn+])[CH:37]([CH3:39])[CH3:38], predict the reaction product. The product is: [CH2:36]([C:2]1[C:3]([CH2:22][O:23][CH:24]2[CH2:29][CH2:28][CH2:27][CH2:26][O:25]2)=[C:4]2[C:8](=[C:9]([CH3:11])[CH:10]=1)[N:7]([S:12]([C:15]1[CH:21]=[CH:20][C:18]([CH3:19])=[CH:17][CH:16]=1)(=[O:14])=[O:13])[CH:6]=[CH:5]2)[CH:37]([CH3:39])[CH3:38].